Task: Regression. Given two drug SMILES strings and cell line genomic features, predict the synergy score measuring deviation from expected non-interaction effect.. Dataset: NCI-60 drug combinations with 297,098 pairs across 59 cell lines (1) Drug 1: CCC1=CC2CC(C3=C(CN(C2)C1)C4=CC=CC=C4N3)(C5=C(C=C6C(=C5)C78CCN9C7C(C=CC9)(C(C(C8N6C)(C(=O)OC)O)OC(=O)C)CC)OC)C(=O)OC.C(C(C(=O)O)O)(C(=O)O)O. Drug 2: C1=CC=C(C(=C1)C(C2=CC=C(C=C2)Cl)C(Cl)Cl)Cl. Cell line: EKVX. Synergy scores: CSS=41.9, Synergy_ZIP=3.40, Synergy_Bliss=5.45, Synergy_Loewe=-31.9, Synergy_HSA=5.78. (2) Drug 1: C1=CC=C(C(=C1)C(C2=CC=C(C=C2)Cl)C(Cl)Cl)Cl. Drug 2: CC1CCCC2(C(O2)CC(NC(=O)CC(C(C(=O)C(C1O)C)(C)C)O)C(=CC3=CSC(=N3)C)C)C. Cell line: HCT-15. Synergy scores: CSS=30.8, Synergy_ZIP=9.62, Synergy_Bliss=7.85, Synergy_Loewe=-46.2, Synergy_HSA=-0.434.